Dataset: Forward reaction prediction with 1.9M reactions from USPTO patents (1976-2016). Task: Predict the product of the given reaction. (1) Given the reactants CCCCCC.C([Li])CCC.[S:12]1[C:16]2[CH:17]=[CH:18][CH:19]=[CH:20][C:15]=2[CH:14]=[CH:13]1.[Br:21][C:22]1[C:31]2[C:26](=[CH:27][CH:28]=[CH:29][CH:30]=2)[C:25]([O:32][CH3:33])=[C:24]([CH:34]=[O:35])[CH:23]=1.[Cl-].[NH4+], predict the reaction product. The product is: [S:12]1[C:13]([CH:34]([C:24]2[CH:23]=[C:22]([Br:21])[C:31]3[C:26](=[CH:27][CH:28]=[CH:29][CH:30]=3)[C:25]=2[O:32][CH3:33])[OH:35])=[CH:14][C:15]2[CH:20]=[CH:19][CH:18]=[CH:17][C:16]1=2. (2) Given the reactants C[O:2][C:3]([C:5]1[CH:10]=[CH:9][C:8]([C:11]2[CH:16]=[CH:15][CH:14]=[C:13]([S:17]([CH3:20])(=[O:19])=[O:18])[CH:12]=2)=[CH:7][CH:6]=1)=[O:4].[OH-].[Na+], predict the reaction product. The product is: [CH3:20][S:17]([C:13]1[CH:12]=[C:11]([C:8]2[CH:9]=[CH:10][C:5]([C:3]([OH:4])=[O:2])=[CH:6][CH:7]=2)[CH:16]=[CH:15][CH:14]=1)(=[O:18])=[O:19]. (3) Given the reactants [C:1]1([S:7][CH2:8][C@@H:9]([OH:22])[CH2:10]OS(C2C=CC(C)=CC=2)(=O)=O)[CH:6]=[CH:5][CH:4]=[CH:3][CH:2]=1.C[O-].[Na+], predict the reaction product. The product is: [C:1]1([S:7][CH2:8][C@H:9]2[O:22][CH2:10]2)[CH:2]=[CH:3][CH:4]=[CH:5][CH:6]=1. (4) Given the reactants Cl[C:2]1[N:7]=[C:6]([NH:8][C:9]2[N:10]=[CH:11][N:12]([CH2:14][CH3:15])[CH:13]=2)[N:5]=[C:4]([NH:16][C@H:17]([C:19]2[N:24]=[CH:23][C:22]([F:25])=[CH:21][N:20]=2)[CH3:18])[N:3]=1.[NH:26]1[CH2:31][CH2:30][O:29][CH2:28][CH2:27]1, predict the reaction product. The product is: [CH2:14]([N:12]1[CH:13]=[C:9]([NH:8][C:6]2[N:5]=[C:4]([NH:16][C@H:17]([C:19]3[N:24]=[CH:23][C:22]([F:25])=[CH:21][N:20]=3)[CH3:18])[N:3]=[C:2]([N:26]3[CH2:31][CH2:30][O:29][CH2:28][CH2:27]3)[N:7]=2)[N:10]=[CH:11]1)[CH3:15]. (5) Given the reactants Br[C:2]1[CH:7]=[C:6]([O:8][C:9]([F:12])([F:11])[F:10])[CH:5]=[CH:4][C:3]=1[Cl:13].C([Li])(C)(C)C.[C:19]([O:23][C:24]([N:26]1[CH2:31][CH2:30][CH:29]([C:32](=[O:37])N(OC)C)[CH2:28][CH2:27]1)=[O:25])([CH3:22])([CH3:21])[CH3:20], predict the reaction product. The product is: [C:19]([O:23][C:24]([N:26]1[CH2:31][CH2:30][CH:29]([C:32]([C:2]2[CH:7]=[C:6]([O:8][C:9]([F:12])([F:11])[F:10])[CH:5]=[CH:4][C:3]=2[Cl:13])=[O:37])[CH2:28][CH2:27]1)=[O:25])([CH3:22])([CH3:21])[CH3:20]. (6) Given the reactants [CH3:1][O:2][C:3](=[O:22])[C:4]1[CH:9]=[CH:8][C:7]([O:10][C:11]2[CH:16]=[CH:15][C:14]([Br:17])=[CH:13][C:12]=2[CH:18]=O)=[C:6]([O:20][CH3:21])[CH:5]=1.[CH3:23][Si:24](N[Si:24]([CH3:26])([CH3:25])[CH3:23])([CH3:26])[CH3:25].C([Li])CCC.C[Si](Cl)(C)C.[CH2:42]([N:44](CC)CC)[CH3:43].C(Cl)(=[O:51])C, predict the reaction product. The product is: [Br:17][C:14]1[CH:15]=[CH:16][C:11]([O:10][C:7]2[CH:8]=[CH:9][C:4]([C:3]([O:2][CH3:1])=[O:22])=[CH:5][C:6]=2[O:20][CH3:21])=[C:12]([CH:18]=[N:44][C:42]([O:51][Si:24]([CH3:26])([CH3:25])[CH3:23])=[CH2:43])[CH:13]=1.